This data is from Reaction yield outcomes from USPTO patents with 853,638 reactions. The task is: Predict the reaction yield, written as a fraction of the theoretical maximum amount of product (1.0 means a 100% yield; for example, 0.34 means a 34% yield). (1) The reactants are [ClH:1].O1CCOCC1.[N:8]1([C:13]2[CH:14]=[N:15][C:16]([NH:19][CH2:20][CH2:21][C@H:22]3[CH2:24][C@@H:23]3[CH:25]3[CH2:30][CH2:29][N:28](C(OC(C)(C)C)=O)[CH2:27][CH2:26]3)=[N:17][CH:18]=2)[CH:12]=[N:11][N:10]=[N:9]1. The catalyst is C(Cl)Cl. The product is [ClH:1].[NH:28]1[CH2:29][CH2:30][CH:25]([C@H:23]2[CH2:24][C@@H:22]2[CH2:21][CH2:20][NH:19][C:16]2[N:15]=[CH:14][C:13]([N:8]3[CH:12]=[N:11][N:10]=[N:9]3)=[CH:18][N:17]=2)[CH2:26][CH2:27]1. The yield is 0.920. (2) The reactants are [C:1]([O:5][C:6](=[O:28])[C:7]1[CH:12]=[CH:11][C:10]([N:13]2[C:17]([C:18]3[CH:23]=[CH:22][CH:21]=[CH:20][CH:19]=3)=[CH:16][CH:15]=[C:14]2[CH2:24][CH2:25][C:26]#[N:27])=[CH:9][CH:8]=1)([CH3:4])([CH3:3])[CH3:2].[N:29]([Si](C)(C)C)=[N+:30]=[N-:31]. The catalyst is C1(C)C=CC=CC=1. The product is [C:1]([O:5][C:6](=[O:28])[C:7]1[CH:12]=[CH:11][C:10]([N:13]2[C:14]([CH2:24][CH2:25][C:26]3[NH:31][N:30]=[N:29][N:27]=3)=[CH:15][CH:16]=[C:17]2[C:18]2[CH:19]=[CH:20][CH:21]=[CH:22][CH:23]=2)=[CH:9][CH:8]=1)([CH3:4])([CH3:2])[CH3:3]. The yield is 0.620. (3) The reactants are [N:1]1[CH:6]=[CH:5][CH:4]=[C:3]2[CH2:7][CH2:8][CH2:9][C:2]=12.[OH:10]O. The catalyst is C(O)(=O)C. The product is [N:1]1[CH:6]=[CH:5][CH:4]=[C:3]2[CH2:7][CH2:8][CH:9]([OH:10])[C:2]=12. The yield is 0.300. (4) The reactants are [C:1]([O:9]CC)(=O)[CH2:2][C:3]([O:5][CH2:6][CH3:7])=[O:4].[H-].[Na+].[H][H].[F:16][C:17]1[CH:36]=[CH:35][C:20]([CH2:21][N:22]2[C:27]3[CH:28]=[CH:29][C:30]([CH3:32])=[CH:31][C:26]=3[C:25](=O)[O:24]C2=O)=[CH:19][CH:18]=1.Cl. The catalyst is CC(N(C)C)=O. The product is [CH2:6]([O:5][C:3]([C:2]1[C:1](=[O:9])[N:22]([CH2:21][C:20]2[CH:35]=[CH:36][C:17]([F:16])=[CH:18][CH:19]=2)[C:27]2[C:26]([C:25]=1[OH:24])=[CH:31][C:30]([CH3:32])=[CH:29][CH:28]=2)=[O:4])[CH3:7]. The yield is 0.710. (5) The catalyst is [Cu]Cl. The yield is 0.780. The reactants are Br[C:2]1[C:7]([F:8])=[CH:6][C:5]([N:9]2[C:18]3[C:13](=[CH:14][C:15]([S:19]([O:22][C:23]4[C:28]([F:29])=[C:27]([F:30])[C:26]([F:31])=[C:25]([F:32])[C:24]=4[F:33])(=[O:21])=[O:20])=[CH:16][CH:17]=3)[CH:12]=[CH:11][C:10]2=[O:34])=[C:4]([CH3:35])[CH:3]=1.[Cl:36][C:37]1[CH:42]=[CH:41][C:40](B(O)O)=[CH:39][C:38]=1[CH3:46].C(=O)([O-])[O-].[Cs+].[Cs+]. The product is [Cl:36][C:37]1[CH:42]=[CH:41][C:40]([C:2]2[CH:3]=[C:4]([CH3:35])[C:5]([N:9]3[C:18]4[C:13](=[CH:14][C:15]([S:19]([O:22][C:23]5[C:28]([F:29])=[C:27]([F:30])[C:26]([F:31])=[C:25]([F:32])[C:24]=5[F:33])(=[O:21])=[O:20])=[CH:16][CH:17]=4)[CH:12]=[CH:11][C:10]3=[O:34])=[CH:6][C:7]=2[F:8])=[CH:39][C:38]=1[CH3:46]. (6) The reactants are [C:1]([O:5][C:6]([N:8]1[CH2:13][CH2:12][N:11]([C:14]2[C:24]([Cl:25])=[CH:23][C:17]([C:18](OCC)=[O:19])=[CH:16][N:15]=2)[CH2:10][CH2:9]1)=[O:7])([CH3:4])([CH3:3])[CH3:2].[BH4-].[Li+]. The catalyst is C1COCC1. The product is [C:1]([O:5][C:6]([N:8]1[CH2:13][CH2:12][N:11]([C:14]2[C:24]([Cl:25])=[CH:23][C:17]([CH2:18][OH:19])=[CH:16][N:15]=2)[CH2:10][CH2:9]1)=[O:7])([CH3:4])([CH3:2])[CH3:3]. The yield is 0.600. (7) The reactants are [F:1][C:2]1[C:11](OS(C(F)(F)F)(=O)=O)=[CH:10][CH:9]=[C:8]([F:20])[C:3]=1[C:4]([O:6][CH3:7])=[O:5].[F:21][C:22]1[CH:23]=[C:24](B(O)O)[CH:25]=[CH:26][CH:27]=1.C([O-])([O-])=O.[K+].[K+]. The catalyst is CO.O1CCOCC1.C1C=CC([P]([Pd]([P](C2C=CC=CC=2)(C2C=CC=CC=2)C2C=CC=CC=2)([P](C2C=CC=CC=2)(C2C=CC=CC=2)C2C=CC=CC=2)[P](C2C=CC=CC=2)(C2C=CC=CC=2)C2C=CC=CC=2)(C2C=CC=CC=2)C2C=CC=CC=2)=CC=1. The product is [F:1][C:2]1[C:11]([C:26]2[CH:25]=[CH:24][CH:23]=[C:22]([F:21])[CH:27]=2)=[CH:10][CH:9]=[C:8]([F:20])[C:3]=1[C:4]([O:6][CH3:7])=[O:5]. The yield is 0.680. (8) The reactants are [Br:1]Br.[F:3][C:4]1[CH:9]=[C:8]([CH2:10][C:11]([C:13]2[CH:18]=[CH:17][CH:16]=[C:15]([CH3:19])[CH:14]=2)=[O:12])[CH:7]=[CH:6][N:5]=1. The catalyst is C(O)(=O)C. The product is [Br:1][CH:10]([C:8]1[CH:7]=[CH:6][N:5]=[C:4]([F:3])[CH:9]=1)[C:11]([C:13]1[CH:18]=[CH:17][CH:16]=[C:15]([CH3:19])[CH:14]=1)=[O:12]. The yield is 0.740. (9) The reactants are Br[C:2]1[CH:3]=[C:4]([N:10]2[C:14]3=[N:15][CH:16]=[CH:17][CH:18]=[C:13]3[C:12]([C:19]([O:21][CH3:22])=[O:20])=[N:11]2)[CH:5]=[C:6]([C:8]#[N:9])[CH:7]=1.[C:23]([C@:25]1([OH:32])[CH2:29][CH2:28][N:27]([CH3:30])[C:26]1=[O:31])#[CH:24]. No catalyst specified. The product is [C:8]([C:6]1[CH:5]=[C:4]([N:10]2[C:14]3=[N:15][CH:16]=[CH:17][CH:18]=[C:13]3[C:12]([C:19]([O:21][CH3:22])=[O:20])=[N:11]2)[CH:3]=[C:2]([C:24]#[C:23][C@:25]2([OH:32])[CH2:29][CH2:28][N:27]([CH3:30])[C:26]2=[O:31])[CH:7]=1)#[N:9]. The yield is 0.370. (10) The reactants are [C:1]([C:5]1[CH:10]=[CH:9][N:8]=[CH:7][CH:6]=1)([CH3:4])([CH3:3])[CH3:2].[NH2-].[Na+].C[N:14](C)C1C=CC=CC=1. The catalyst is C(OCC)(=O)C. The product is [NH2:14][C:7]1[CH:6]=[C:5]([C:1]([CH3:4])([CH3:3])[CH3:2])[CH:10]=[CH:9][N:8]=1. The yield is 0.450.